From a dataset of Peptide-MHC class I binding affinity with 185,985 pairs from IEDB/IMGT. Regression. Given a peptide amino acid sequence and an MHC pseudo amino acid sequence, predict their binding affinity value. This is MHC class I binding data. (1) The peptide sequence is FHILEYGEN. The MHC is Mamu-B17 with pseudo-sequence Mamu-B17. The binding affinity (normalized) is 0.0971. (2) The peptide sequence is EEIEYTIL. The MHC is HLA-A02:06 with pseudo-sequence HLA-A02:06. The binding affinity (normalized) is 0. (3) The peptide sequence is FMIDWILDA. The MHC is HLA-A11:01 with pseudo-sequence HLA-A11:01. The binding affinity (normalized) is 0.0847. (4) The peptide sequence is MHTDLELDF. The MHC is HLA-A24:03 with pseudo-sequence HLA-A24:03. The binding affinity (normalized) is 0.216. (5) The peptide sequence is KFGNSINVK. The MHC is HLA-A31:01 with pseudo-sequence HLA-A31:01. The binding affinity (normalized) is 0.406. (6) The peptide sequence is GYRSKACDM. The MHC is HLA-B40:01 with pseudo-sequence HLA-B40:01. The binding affinity (normalized) is 0.0847. (7) The peptide sequence is FTLNHVLALK. The MHC is HLA-A11:01 with pseudo-sequence HLA-A11:01. The binding affinity (normalized) is 0.808. (8) The peptide sequence is VMASSALLW. The MHC is HLA-A24:02 with pseudo-sequence HLA-A24:02. The binding affinity (normalized) is 0.607. (9) The peptide sequence is DLYDYITRI. The MHC is HLA-A02:06 with pseudo-sequence HLA-A02:06. The binding affinity (normalized) is 0.517. (10) The peptide sequence is RAMDVYCHR. The MHC is HLA-B27:03 with pseudo-sequence HLA-B27:03. The binding affinity (normalized) is 0.0847.